From a dataset of Full USPTO retrosynthesis dataset with 1.9M reactions from patents (1976-2016). Predict the reactants needed to synthesize the given product. Given the product [CH2:22]([O:24][C:25](=[O:26])[NH:27][C:28]([NH:19][C:17]1[CH:18]=[C:13]2[CH:12]=[CH:11][CH:10]=[C:9]3[C:14]2=[C:15]([CH:16]=1)[C:20](=[O:21])[N:6]([CH2:5][CH2:4][N:2]([CH3:1])[CH3:3])[C:7]3=[O:8])=[O:29])[CH3:23], predict the reactants needed to synthesize it. The reactants are: [CH3:1][N:2]([CH2:4][CH2:5][N:6]1[C:20](=[O:21])[C:15]2=[CH:16][C:17]([NH2:19])=[CH:18][C:13]3[C:14]2=[C:9]([CH:10]=[CH:11][CH:12]=3)[C:7]1=[O:8])[CH3:3].[CH2:22]([O:24][C:25]([N:27]=[C:28]=[O:29])=[O:26])[CH3:23].O.